This data is from Forward reaction prediction with 1.9M reactions from USPTO patents (1976-2016). The task is: Predict the product of the given reaction. (1) Given the reactants [F:1][C:2]([F:14])([F:13])[C:3]1[CH:4]=[C:5]([CH2:9][C:10](Cl)=[O:11])[CH:6]=[CH:7][CH:8]=1.[NH2:15][C:16]1[S:17][C:18]2[CH:24]=[C:23]([C:25]([F:28])([F:27])[F:26])[CH:22]=[CH:21][C:19]=2[N:20]=1, predict the reaction product. The product is: [F:28][C:25]([F:26])([F:27])[C:23]1[CH:22]=[CH:21][C:19]2[N:20]=[C:16]([NH:15][C:10](=[O:11])[CH2:9][C:5]3[CH:6]=[CH:7][CH:8]=[C:3]([C:2]([F:14])([F:13])[F:1])[CH:4]=3)[S:17][C:18]=2[CH:24]=1. (2) Given the reactants [Cl:1][C:2]1[CH:9]=[CH:8][C:5]([CH:6]=O)=[CH:4][CH:3]=1.[CH2:10]([CH2:12][NH2:13])[OH:11].O, predict the reaction product. The product is: [ClH:1].[Cl:1][C:2]1[CH:9]=[CH:8][C:5]([CH2:6][NH:13][CH2:12][CH2:10][OH:11])=[CH:4][CH:3]=1. (3) Given the reactants P(Cl)(Cl)(Cl)=O.[NH2:6][C:7]1[CH:20]=[CH:19][C:10]([CH2:11][N:12]2[C:16](=[O:17])[CH2:15][S:14][C:13]2=[O:18])=[CH:9][CH:8]=1.[O:21]([C:28]1[CH:36]=[CH:35][C:31]([C:32](O)=[O:33])=[CH:30][CH:29]=1)[C:22]1[CH:27]=[CH:26][CH:25]=[CH:24][CH:23]=1.N1C=CC=CC=1.Cl, predict the reaction product. The product is: [O:21]([C:28]1[CH:29]=[CH:30][C:31]([C:32]([NH:6][C:7]2[CH:20]=[CH:19][C:10]([CH2:11][N:12]3[C:16](=[O:17])[CH2:15][S:14][C:13]3=[O:18])=[CH:9][CH:8]=2)=[O:33])=[CH:35][CH:36]=1)[C:22]1[CH:23]=[CH:24][CH:25]=[CH:26][CH:27]=1. (4) Given the reactants C([O:3][C:4]([C:6]1[N:7]=[CH:8][N:9]2[C:15]=1[CH2:14][N:13]([C:16](=[O:37])[CH2:17][CH:18]([NH:29][C:30]([O:32][C:33]([CH3:36])([CH3:35])[CH3:34])=[O:31])[CH2:19][C:20]1[CH:25]=[C:24]([F:26])[C:23]([F:27])=[CH:22][C:21]=1[F:28])[CH2:12][C:11]1[CH:38]=[CH:39][CH:40]=[CH:41][C:10]2=1)=[O:5])C.[OH-].[Li+].Cl, predict the reaction product. The product is: [C:33]([O:32][C:30]([NH:29][CH:18]([CH2:19][C:20]1[CH:25]=[C:24]([F:26])[C:23]([F:27])=[CH:22][C:21]=1[F:28])[CH2:17][C:16]([N:13]1[CH2:14][C:15]2[N:9]([CH:8]=[N:7][C:6]=2[C:4]([OH:5])=[O:3])[C:10]2[CH:41]=[CH:40][CH:39]=[CH:38][C:11]=2[CH2:12]1)=[O:37])=[O:31])([CH3:36])([CH3:34])[CH3:35]. (5) Given the reactants [CH3:1][N:2]([CH3:16])[CH2:3][CH2:4][C:5]1[C:13]2[C:8](=[CH:9][CH:10]=[C:11]([CH:14]=O)[CH:12]=2)[NH:7][CH:6]=1.[CH3:17]C(C)([O-])C.[K+], predict the reaction product. The product is: [CH3:1][N:2]([CH3:16])[CH2:3][CH2:4][C:5]1[C:13]2[C:8](=[CH:9][CH:10]=[C:11]([CH:14]=[CH2:17])[CH:12]=2)[NH:7][CH:6]=1.